This data is from Forward reaction prediction with 1.9M reactions from USPTO patents (1976-2016). The task is: Predict the product of the given reaction. (1) Given the reactants [N+:1]([O-:4])(O)=[O:2].[CH3:5][O:6][C:7]1[CH:8]=[C:9]([CH:13]=[C:14]([O:18][CH3:19])[C:15]=1[O:16][CH3:17])C(O)=O, predict the reaction product. The product is: [CH3:19][O:18][C:14]1[CH:13]=[C:9]([N+:1]([O-:4])=[O:2])[CH:8]=[C:7]([O:6][CH3:5])[C:15]=1[O:16][CH3:17]. (2) The product is: [C:1]([O:5][C:6]([N:8]([CH3:22])[CH:9]1[CH:13]([O:14][CH3:23])[CH2:12][N:11]([C:15]([O:17][C:18]([CH3:21])([CH3:20])[CH3:19])=[O:16])[CH2:10]1)=[O:7])([CH3:4])([CH3:3])[CH3:2]. Given the reactants [C:1]([O:5][C:6]([N:8]([CH3:22])[CH:9]1[CH:13]([OH:14])[CH2:12][N:11]([C:15]([O:17][C:18]([CH3:21])([CH3:20])[CH3:19])=[O:16])[CH2:10]1)=[O:7])([CH3:4])([CH3:3])[CH3:2].[CH3:23][Si]([N-][Si](C)(C)C)(C)C.[K+].S(OC)(OC)(=O)=O, predict the reaction product. (3) Given the reactants [OH:1]OS([O-])=O.[K+].[CH3:7][O:8][C:9](=[O:40])[C:10]1[CH:15]=[C:14]([C:16]([C:18]2[N:23]=[CH:22][C:21]([N:24]([C:26]3[CH:31]=[CH:30][C:29]([Cl:32])=[CH:28][CH:27]=3)[CH3:25])=[CH:20][N:19]=2)=[O:17])[CH:13]=[CH:12][C:11]=1[S:33][CH2:34][CH2:35][CH2:36][CH2:37][CH2:38][CH3:39], predict the reaction product. The product is: [CH3:7][O:8][C:9](=[O:40])[C:10]1[CH:15]=[C:14]([C:16]([C:18]2[N:23]=[CH:22][C:21]([N:24]([C:26]3[CH:31]=[CH:30][C:29]([Cl:32])=[CH:28][CH:27]=3)[CH3:25])=[CH:20][N:19]=2)=[O:17])[CH:13]=[CH:12][C:11]=1[S:33]([CH2:34][CH2:35][CH2:36][CH2:37][CH2:38][CH3:39])=[O:1]. (4) Given the reactants C[C:2]1[CH:3]=[C:4]([OH:10])[C:5]([O:8][CH3:9])=[CH:6][CH:7]=1.[C:11]([C:15]1[CH:20]=[C:19]([C:21]([CH3:24])([CH3:23])[CH3:22])[CH:18]=[CH:17][C:16]=1[OH:25])([CH3:14])([CH3:13])[CH3:12].[CH3:26]OS([O-])(=O)=O.C[N+](CC)(CC)CC, predict the reaction product. The product is: [OH:10][C:4]1[C:5]([O:8][CH3:9])=[CH:6][C:7]([CH3:26])=[CH:2][C:3]=1[C:17]1[CH:18]=[C:19]([C:21]([CH3:24])([CH3:23])[CH3:22])[CH:20]=[C:15]([C:11]([CH3:14])([CH3:13])[CH3:12])[C:16]=1[OH:25]. (5) Given the reactants [Cl-].[F:2][C:3]1[CH:28]=[CH:27][C:6]([CH2:7][P+](C2C=CC=CC=2)(C2C=CC=CC=2)C2C=CC=CC=2)=[CH:5][CH:4]=1.[H-].[Na+].[C:31]([O:35][C:36]([N:38]1[CH:43]2[CH2:44][CH2:45][CH:39]1[CH2:40][C:41](=O)[CH2:42]2)=[O:37])([CH3:34])([CH3:33])[CH3:32], predict the reaction product. The product is: [C:31]([O:35][C:36]([N:38]1[CH:39]2[CH2:45][CH2:44][CH:43]1[CH2:42][C:41](=[CH:7][C:6]1[CH:5]=[CH:4][C:3]([F:2])=[CH:28][CH:27]=1)[CH2:40]2)=[O:37])([CH3:34])([CH3:32])[CH3:33]. (6) Given the reactants [N:1]1([CH2:6][CH2:7][OH:8])[CH2:5][CH2:4][CH2:3][CH2:2]1.[Cl:9][C:10]1[CH:11]=[C:12]([CH:25]=[CH:26][C:27]=1[O:28][CH2:29][C:30]1[CH:35]=[CH:34][CH:33]=[CH:32][N:31]=1)[NH:13][C:14]1C2C(=CC=CC=2F)N=[CH:16][N:15]=1, predict the reaction product. The product is: [Cl:9][C:10]1[CH:11]=[C:12]([CH:25]=[CH:26][C:27]=1[O:28][CH2:29][C:30]1[CH:35]=[CH:34][CH:33]=[CH:32][N:31]=1)[NH:13][C:14]1[N:15]=[CH:16][C:25]2[C:12](=[CH:11][CH:10]=[CH:27][C:26]=2[O:8][CH2:7][CH2:6][N:1]2[CH2:5][CH2:4][CH2:3][CH2:2]2)[N:13]=1. (7) The product is: [CH2:24]([O:23][C:21]([C:18]1([CH2:26][OH:27])[CH2:20][CH2:19]1)=[O:22])[CH3:25]. Given the reactants [Li+].CC(O[Al-](OC(C)(C)C)OC(C)(C)C)(C)C.[C:18]1([C:26](OCC)=[O:27])([C:21]([O:23][CH2:24][CH3:25])=[O:22])[CH2:20][CH2:19]1, predict the reaction product. (8) Given the reactants Cl[CH2:2][CH2:3][CH2:4][N:5]1[C:10]2[CH:11]=[C:12]([F:15])[CH:13]=[CH:14][C:9]=2[O:8][CH2:7][C:6]1=[O:16].C([O-])([O-])=O.[K+].[K+].[Na+].[I-].[CH2:25]([CH:29]1[CH2:34][CH2:33][NH:32][CH2:31][CH2:30]1)[CH2:26][CH2:27][CH3:28], predict the reaction product. The product is: [CH2:25]([CH:29]1[CH2:34][CH2:33][N:32]([CH2:2][CH2:3][CH2:4][N:5]2[C:10]3[CH:11]=[C:12]([F:15])[CH:13]=[CH:14][C:9]=3[O:8][CH2:7][C:6]2=[O:16])[CH2:31][CH2:30]1)[CH2:26][CH2:27][CH3:28]. (9) Given the reactants C[Si](C)(C)C(=[C:7]1[CH2:12][CH2:11][CH2:10][CH2:9][N:8]1[C:13]1C=CN=[CH:15][C:14]=1[N+:19]([O-:21])=[O:20])C#CC.O.[F-].[CH2:26]([N+:30](CCCC)(CCCC)CCCC)[CH2:27]CC.O.[CH2:44]1[CH2:48]OC[CH2:45]1, predict the reaction product. The product is: [N+:19]([C:14]1[C:13]([N:8]2[CH2:7][CH2:12][C:11](=[CH:48][C:44]#[CH:45])[CH2:10][CH2:9]2)=[N:30][CH:26]=[CH:27][CH:15]=1)([O-:21])=[O:20]. (10) Given the reactants Br[C:2]1[CH:6]=[C:5]([C:7]2[S:8][CH:9]=[C:10](O)[CH:11]=2)[S:4][C:3]=1[CH3:13].[Li]CCCC.[CH3:19][CH2:20][CH2:21][CH2:22][CH2:23][CH3:24].C(C1[S:33][C:32]([C:34]2[S:35][C:36]([CH3:51])=[C:37]([C:39]3[C:43]([F:45])([F:44])[C:42]([F:47])([F:46])[C:41]([F:49])([F:48])[C:40]=3F)[CH:38]=2)=[CH:31]C=1)CCC.C1C[O:55]CC1, predict the reaction product. The product is: [CH2:21]([C:20]1[S:33][C:32]([C:34]2[S:35][C:36]([CH3:51])=[C:37]([C:39]3[C:43]([F:45])([F:44])[C:42]([F:47])([F:46])[C:41]([F:49])([F:48])[C:40]=3[C:2]3[CH:6]=[C:5]([C:7]4[S:8][C:9]([OH:55])=[CH:10][CH:11]=4)[S:4][C:3]=3[CH3:13])[CH:38]=2)=[CH:31][CH:19]=1)[CH2:22][CH2:23][CH3:24].